Predict which catalyst facilitates the given reaction. From a dataset of Catalyst prediction with 721,799 reactions and 888 catalyst types from USPTO. (1) Reactant: [C:1]([C:3]1[CH:4]=[C:5]([C:14]2[S:15][C:16]([C:20]([O:22]CC)=[O:21])=[C:17]([CH3:19])[N:18]=2)[CH:6]=[CH:7][C:8]=1[O:9][CH2:10][CH:11]([CH3:13])[CH3:12])#[N:2].CC(C)=O.O.[OH-].[Li+].Cl. Product: [CH3:19][C:17]1[N:18]=[C:14]([C:5]2[CH:6]=[CH:7][C:8]([O:9][CH2:10][CH:11]([CH3:13])[CH3:12])=[C:3]([C:1]#[N:2])[CH:4]=2)[S:15][C:16]=1[C:20]([OH:22])=[O:21]. The catalyst class is: 84. (2) Reactant: Br[C:2]1[CH:7]=[CH:6][C:5]([CH2:8][C:9]([O:11][CH3:12])=[O:10])=[CH:4][CH:3]=1.C(N(C(C)C)CC)(C)C.C[Sn](C)(C)[C:24]1[CH:29]=[CH:28][CH:27]=[CH:26][N:25]=1. Product: [N:25]1[CH:26]=[CH:27][CH:28]=[CH:29][C:24]=1[C:2]1[CH:7]=[CH:6][C:5]([CH2:8][C:9]([O:11][CH3:12])=[O:10])=[CH:4][CH:3]=1. The catalyst class is: 11. (3) Reactant: [CH2:1]([N:3]1[C:7]2=[N:8][C:9]([CH2:45][CH3:46])=[C:10]([CH2:19][N:20]([CH2:29][C:30]3[CH:31]=[C:32]([C:37]4[CH:42]=[CH:41][CH:40]=[C:39]([CH:43]=O)[CH:38]=4)[C:33]([CH3:36])=[CH:34][CH:35]=3)[C:21]([C:23]3([C:26]([NH2:28])=[O:27])[CH2:25][CH2:24]3)=[O:22])[C:11]([NH:12][CH:13]3[CH2:18][CH2:17][O:16][CH2:15][CH2:14]3)=[C:6]2[CH:5]=[N:4]1)[CH3:2].C([N:54]1[CH2:59][CH2:58][NH:57][CH2:56][C@@H:55]1[CH3:60])(OC(C)(C)C)=O.C(O[BH-](OC(=O)C)OC(=O)C)(=O)C.[Na+].C(O)(=O)C. Product: [CH2:1]([N:3]1[C:7]2=[N:8][C:9]([CH2:45][CH3:46])=[C:10]([CH2:19][N:20]([CH2:29][C:30]3[CH:31]=[C:32]([C:37]4[CH:42]=[CH:41][CH:40]=[C:39]([CH2:43][N:57]5[CH2:58][CH2:59][NH:54][C@H:55]([CH3:60])[CH2:56]5)[CH:38]=4)[C:33]([CH3:36])=[CH:34][CH:35]=3)[C:21]([C:23]3([C:26]([NH2:28])=[O:27])[CH2:24][CH2:25]3)=[O:22])[C:11]([NH:12][CH:13]3[CH2:14][CH2:15][O:16][CH2:17][CH2:18]3)=[C:6]2[CH:5]=[N:4]1)[CH3:2]. The catalyst class is: 157. (4) Reactant: [I:1][C:2]1[CH:10]=[C:6]([C:7]([OH:9])=[O:8])[C:5](O)=[CH:4][CH:3]=1.[OH-].[Na+].S([O:19][CH3:20])(OC)(=O)=O.Cl.Cl[CH2:23]Cl. Product: [I:1][C:2]1[CH:3]=[CH:4][C:5]([O:19][CH3:20])=[C:6]([CH:10]=1)[C:7]([O:9][CH3:23])=[O:8]. The catalyst class is: 568. (5) The catalyst class is: 1. Product: [CH2:1]([O:8][CH2:9][C:10]([CH3:16])([CH3:15])[C:11]([OH:13])=[O:12])[C:2]1[CH:7]=[CH:6][CH:5]=[CH:4][CH:3]=1. Reactant: [CH2:1]([O:8][CH2:9][C:10]([CH3:16])([CH3:15])[C:11]([O:13]C)=[O:12])[C:2]1[CH:7]=[CH:6][CH:5]=[CH:4][CH:3]=1.[OH-].[Na+].Cl. (6) Reactant: [Br:1][C:2]1[C:3]([CH:14](C(OCC)=O)C(OCC)=O)=[N:4][CH:5]=[C:6]([S:8]([N:11]([CH3:13])[CH3:12])(=[O:10])=[O:9])[CH:7]=1.Cl. Product: [Br:1][C:2]1[CH:7]=[C:6]([S:8]([N:11]([CH3:12])[CH3:13])(=[O:10])=[O:9])[CH:5]=[N:4][C:3]=1[CH3:14]. The catalyst class is: 6. (7) Reactant: [CH3:1][S:2]([NH:5][CH2:6][CH:7]1[CH2:11][N:10]([C:12]2[CH:13]=[N:14][N:15]3[CH2:20][C@H:19]([CH3:21])[N:18]([C:22]([O:24][C:25]([CH3:28])([CH3:27])[CH3:26])=[O:23])[CH2:17][C:16]=23)[C:9](=[O:29])[CH2:8]1)(=[O:4])=[O:3].[H-].[Na+].[CH3:32]I.O. Product: [CH3:21][C@H:19]1[CH2:20][N:15]2[N:14]=[CH:13][C:12]([N:10]3[CH2:11][CH:7]([CH2:6][N:5]([CH3:32])[S:2]([CH3:1])(=[O:3])=[O:4])[CH2:8][C:9]3=[O:29])=[C:16]2[CH2:17][N:18]1[C:22]([O:24][C:25]([CH3:28])([CH3:27])[CH3:26])=[O:23]. The catalyst class is: 31. (8) Reactant: [C:1]([C:4]1[CH:5]=[N:6][CH:7]=[CH:8][CH:9]=1)(=O)[CH3:2].[CH3:10]OC(OC)N(C)C.[N+]([O-])(O)=O.[CH3:22][C:23]1[CH:28]=[CH:27][C:26]([N+:29]([O-:31])=[O:30])=[CH:25][C:24]=1[NH:32][C:33]([NH2:35])=[NH:34].[OH-].[Na+]. Product: [CH3:22][C:23]1[CH:28]=[CH:27][C:26]([N+:29]([O-:31])=[O:30])=[CH:25][C:24]=1[NH:32][C:33]1[N:35]=[C:1]([C:4]2[CH:5]=[N:6][CH:7]=[CH:8][CH:9]=2)[CH:2]=[CH:10][N:34]=1. The catalyst class is: 72. (9) Reactant: [C:1]1([S:7]([OH:10])(=[O:9])=[O:8])[CH:6]=[CH:5][CH:4]=[CH:3][CH:2]=1.[Cl:11][C:12]1[CH:17]=[CH:16][C:15]([CH:18]2[N:22]([C:23]3[CH:28]=[CH:27][C:26]([Cl:29])=[CH:25][C:24]=3[Cl:30])[N:21]=[C:20]([C:31]([NH:33][N:34]3[CH2:39][CH2:38][CH2:37][CH2:36][CH2:35]3)=[O:32])[CH2:19]2)=[CH:14][CH:13]=1. Product: [C:1]1([S:7]([OH:10])(=[O:9])=[O:8])[CH:6]=[CH:5][CH:4]=[CH:3][CH:2]=1.[Cl:11][C:12]1[CH:17]=[CH:16][C:15]([CH:18]2[N:22]([C:23]3[CH:28]=[CH:27][C:26]([Cl:29])=[CH:25][C:24]=3[Cl:30])[N:21]=[C:20]([C:31]([NH:33][N:34]3[CH2:35][CH2:36][CH2:37][CH2:38][CH2:39]3)=[O:32])[CH2:19]2)=[CH:14][CH:13]=1. The catalyst class is: 162.